Dataset: Catalyst prediction with 721,799 reactions and 888 catalyst types from USPTO. Task: Predict which catalyst facilitates the given reaction. (1) Reactant: [OH-].[Na+].C([O:6][C:7](=[O:22])[C:8]1[CH:13]=[CH:12][C:11]([O:14][CH:15]([CH3:17])[CH3:16])=[C:10]([NH:18][C:19]([NH2:21])=[S:20])[CH:9]=1)(C)C. Product: [CH:15]([O:14][C:11]1[CH:12]=[CH:13][C:8]([C:7]([OH:22])=[O:6])=[CH:9][C:10]=1[NH:18][C:19]([NH2:21])=[S:20])([CH3:17])[CH3:16]. The catalyst class is: 5. (2) Reactant: [NH2:1][C:2]1[C:3]2[N:11]=[C:10]([C:12]3[CH:13]=[C:14]([OH:18])[CH:15]=[CH:16][CH:17]=3)[CH:9]=[CH:8][C:4]=2[N:5]=[CH:6][N:7]=1.Cl.Cl[CH2:21][CH2:22][N:23]1[CH2:27][CH2:26][CH2:25][CH2:24]1.C(=O)([O-])[O-].[Cs+].[Cs+].CN(C)C=O. Product: [N:23]1([CH2:22][CH2:21][O:18][C:14]2[CH:13]=[C:12]([C:10]3[CH:9]=[CH:8][C:4]4[N:5]=[CH:6][N:7]=[C:2]([NH2:1])[C:3]=4[N:11]=3)[CH:17]=[CH:16][CH:15]=2)[CH2:27][CH2:26][CH2:25][CH2:24]1. The catalyst class is: 4. (3) Reactant: [OH:1][C:2]1[C:10]2[C:5](=[CH:6][CH:7]=[C:8]([C:11]([O:13][CH3:14])=[O:12])[CH:9]=2)[NH:4][N:3]=1.Cl[C:16]([O:18][CH2:19][CH3:20])=[O:17].O. Product: [OH:1][C:2]1[C:10]2[C:5](=[CH:6][CH:7]=[C:8]([C:11]([O:13][CH3:14])=[O:12])[CH:9]=2)[N:4]([C:16]([O:18][CH2:19][CH3:20])=[O:17])[N:3]=1. The catalyst class is: 17. (4) Reactant: [Cl:1][C:2]1[CH:7]=[CH:6][C:5]([CH2:8][C@@H:9]([NH:31][C:32]([C@@H:34]2[CH2:43][C:42]3[C:37](=[CH:38][CH:39]=[CH:40][CH:41]=3)[CH2:36][N:35]2C(OC(C)(C)C)=O)=[O:33])[C:10]([N:12]2[CH2:17][CH2:16][CH:15]([C:18]3[CH:23]=[CH:22][CH:21]=[CH:20][C:19]=3[N:24]3[CH:28]=[CH:27][N:26]([CH3:29])[C:25]3=[O:30])[CH2:14][CH2:13]2)=[O:11])=[CH:4][CH:3]=1.Cl. Product: [CH2:36]1[C:37]2[C:42](=[CH:41][CH:40]=[CH:39][CH:38]=2)[CH2:43][C@@H:34]([C:32]([NH:31][C@H:9]([CH2:8][C:5]2[CH:6]=[CH:7][C:2]([Cl:1])=[CH:3][CH:4]=2)[C:10]([N:12]2[CH2:17][CH2:16][CH:15]([C:18]3[CH:23]=[CH:22][CH:21]=[CH:20][C:19]=3[N:24]3[CH:28]=[CH:27][N:26]([CH3:29])[C:25]3=[O:30])[CH2:14][CH2:13]2)=[O:11])=[O:33])[NH:35]1. The catalyst class is: 25. (5) Reactant: [S:1]1[C:5]2[CH:6]=[CH:7][CH:8]=[CH:9][C:4]=2[C:3]([CH2:10][CH2:11]OS(C2C=CC(C)=CC=2)(=O)=O)=[CH:2]1.[C-:23]#[N:24].[Na+].O. Product: [S:1]1[C:5]2[CH:6]=[CH:7][CH:8]=[CH:9][C:4]=2[C:3]([CH2:10][CH2:11][C:23]#[N:24])=[CH:2]1. The catalyst class is: 9. (6) Reactant: Br[C:2]1[S:6][C:5]([CH:7]=[O:8])=[C:4]([CH3:9])[CH:3]=1.[C:10]1(B(O)O)[CH:15]=[CH:14][CH:13]=[CH:12][CH:11]=1.C([O-])([O-])=O.[Na+].[Na+]. Product: [CH3:9][C:4]1[CH:3]=[C:2]([C:10]2[CH:15]=[CH:14][CH:13]=[CH:12][CH:11]=2)[S:6][C:5]=1[CH:7]=[O:8]. The catalyst class is: 104.